From a dataset of TCR-epitope binding with 47,182 pairs between 192 epitopes and 23,139 TCRs. Binary Classification. Given a T-cell receptor sequence (or CDR3 region) and an epitope sequence, predict whether binding occurs between them. (1) The epitope is KPLEFGATSAAL. The TCR CDR3 sequence is CASSLAGFSYEQYF. Result: 1 (the TCR binds to the epitope). (2) The epitope is LLFNKVTLA. The TCR CDR3 sequence is CASSLGTGVDQPQHF. Result: 0 (the TCR does not bind to the epitope). (3) The epitope is KRWIILGLNK. The TCR CDR3 sequence is CASSFGGAGDTEAFF. Result: 1 (the TCR binds to the epitope). (4) The epitope is ELAGIGILTV. The TCR CDR3 sequence is CASSQDFVLYSGNTIYF. Result: 1 (the TCR binds to the epitope). (5) The epitope is ISPRTLNAW. The TCR CDR3 sequence is CANSHGQGMKTQYF. Result: 1 (the TCR binds to the epitope). (6) The epitope is ITEEVGHTDLMAAY. The TCR CDR3 sequence is CSVASPEAFF. Result: 1 (the TCR binds to the epitope).